Dataset: Catalyst prediction with 721,799 reactions and 888 catalyst types from USPTO. Task: Predict which catalyst facilitates the given reaction. (1) Product: [CH3:1][C:2]([NH:7][C:8](=[O:9])[O:10][CH2:11][C:12]1[CH:17]=[CH:16][CH:15]=[CH:14][CH:13]=1)([CH3:6])[CH2:3][S:4][CH3:5]. Reactant: [CH3:1][C:2]([NH2:7])([CH3:6])[CH2:3][S:4][CH3:5].[C:8](Cl)([O:10][CH2:11][C:12]1[CH:17]=[CH:16][CH:15]=[CH:14][CH:13]=1)=[O:9].C(N(CC)CC)C. The catalyst class is: 207. (2) Reactant: [C:1]1([C:7]#[C:8][C:9]2[CH:14]=[CH:13][CH:12]=[CH:11][CH:10]=2)[CH:6]=[CH:5][CH:4]=[CH:3][CH:2]=1.C(O)=O.C1(/C=C\C2C=CC=CC=2)C=CC=CC=1. Product: [C:1]1(/[CH:7]=[CH:8]/[C:9]2[CH:10]=[CH:11][CH:12]=[CH:13][CH:14]=2)[CH:6]=[CH:5][CH:4]=[CH:3][CH:2]=1. The catalyst class is: 12. (3) Reactant: [CH3:1][CH:2]([C:4]1[N:8]=[C:7]([N:9]2[CH2:14][CH2:13][CH:12]([CH:15]=[O:16])[CH2:11][CH2:10]2)[O:6][N:5]=1)[CH3:3].[CH3:17][Mg]Br. Product: [CH3:3][CH:2]([C:4]1[N:8]=[C:7]([N:9]2[CH2:14][CH2:13][CH:12]([CH:15]([OH:16])[CH3:17])[CH2:11][CH2:10]2)[O:6][N:5]=1)[CH3:1]. The catalyst class is: 1. (4) Reactant: [NH:1]1[C:9]2[C:4](=[CH:5][CH:6]=[CH:7][C:8]=2/[CH:10]=[N:11]\O)[CH:3]=[CH:2]1. Product: [NH:1]1[C:9]2[C:4](=[CH:5][CH:6]=[CH:7][C:8]=2[CH2:10][NH2:11])[CH:3]=[CH:2]1. The catalyst class is: 105.